This data is from Catalyst prediction with 721,799 reactions and 888 catalyst types from USPTO. The task is: Predict which catalyst facilitates the given reaction. (1) Reactant: [C:1](#[N:5])C(C)C.[CH3:6][Si]([N-][Si](C)(C)C)(C)C.[Na+].[CH:16](=[N:18]/[S@@:19]([C:21]([CH3:24])([CH3:23])[CH3:22])=[O:20])\[CH3:17].C(O[CH2:28][CH3:29])C. Product: [C:1]([C:28]([CH3:29])([CH3:6])[C@@H:16]([NH:18][S@@:19]([C:21]([CH3:24])([CH3:23])[CH3:22])=[O:20])[CH3:17])#[N:5]. The catalyst class is: 1. (2) Product: [CH3:5][O:6][C:7]1[CH:30]=[CH:29][C:10]([CH2:11][C@H:12]([CH:26]([CH3:28])[CH3:27])[CH2:13][CH:14]([CH:15]2[O:46][C:45](=[O:48])[C@H:17]([CH:23]([CH3:25])[CH3:24])[CH2:16]2)[Br:37])=[CH:9][C:8]=1[O:31][CH2:32][CH2:33][CH2:34][O:35][CH3:36]. The catalyst class is: 253. Reactant: C(O)(=O)C.[CH3:5][O:6][C:7]1[CH:30]=[CH:29][C:10]([CH2:11][C@H:12]([CH:26]([CH3:28])[CH3:27])[CH2:13]/[CH:14]=[CH:15]/[CH2:16][C@@H:17]([CH:23]([CH3:25])[CH3:24])C(N(C)C)=O)=[CH:9][C:8]=1[O:31][CH2:32][CH2:33][CH2:34][O:35][CH3:36].[Br:37]N1C(=O)CCC1=O.[C:45](=[O:48])(O)[O-:46].[Na+]. (3) Reactant: [C:1]1([C:7]2[CH:8]=[N:9][C:10]3[C:15]([C:16]=2[C:17]2[CH:18]=[C:19]([NH2:23])[CH:20]=[CH:21][CH:22]=2)=[CH:14][CH:13]=[CH:12][C:11]=3[C:24]([F:27])([F:26])[F:25])[CH:6]=[CH:5][CH:4]=[CH:3][CH:2]=1.[F:28][C:29]1[CH:34]=[CH:33][CH:32]=[CH:31][C:30]=1[N:35]=[C:36]=[O:37]. Product: [F:28][C:29]1[CH:34]=[CH:33][CH:32]=[CH:31][C:30]=1[NH:35][C:36]([NH:23][C:19]1[CH:20]=[CH:21][CH:22]=[C:17]([C:16]2[C:15]3[C:10](=[C:11]([C:24]([F:27])([F:25])[F:26])[CH:12]=[CH:13][CH:14]=3)[N:9]=[CH:8][C:7]=2[C:1]2[CH:2]=[CH:3][CH:4]=[CH:5][CH:6]=2)[CH:18]=1)=[O:37]. The catalyst class is: 66. (4) Reactant: CO.[C:3]([C:8]1[CH:18]=[CH:17][C:11]([C:12]([O:14][CH2:15][CH3:16])=[O:13])=[CH:10][CH:9]=1)(=O)[CH2:4][CH2:5][CH3:6].[F:19][C:20]([F:35])([F:34])[C:21]1[CH:26]=[CH:25][C:24]([C:27]2[N:32]=[CH:31][C:30]([NH2:33])=[CH:29][N:28]=2)=[CH:23][CH:22]=1.[B][B][B][B][B][B][B][B][B][B]. Product: [F:35][C:20]([F:19])([F:34])[C:21]1[CH:22]=[CH:23][C:24]([C:27]2[N:28]=[CH:29][C:30]([NH:33][CH:3]([C:8]3[CH:18]=[CH:17][C:11]([C:12]([O:14][CH2:15][CH3:16])=[O:13])=[CH:10][CH:9]=3)[CH2:4][CH2:5][CH3:6])=[CH:31][N:32]=2)=[CH:25][CH:26]=1. The catalyst class is: 33. (5) Product: [C:48]([N:32]1[CH2:31][CH2:30][CH:29]([NH:28][C:25]2[N:24]=[CH:23][C:22]3[CH2:21][CH2:20][C:19]4[C:15]([C:13]([NH:12][C:5]5[C:4]([CH2:2][CH3:3])=[CH:9][CH:8]=[CH:7][C:6]=5[CH2:10][CH3:11])=[O:14])=[N:16][N:17]([CH3:35])[C:18]=4[C:27]=3[N:26]=2)[CH2:34][CH2:33]1)(=[O:49])[CH:47]=[CH2:46]. The catalyst class is: 4. Reactant: Cl.[CH2:2]([C:4]1[CH:9]=[CH:8][CH:7]=[C:6]([CH2:10][CH3:11])[C:5]=1[NH:12][C:13]([C:15]1[C:19]2[CH2:20][CH2:21][C:22]3[CH:23]=[N:24][C:25]([NH:28][CH:29]4[CH2:34][CH2:33][NH:32][CH2:31][CH2:30]4)=[N:26][C:27]=3[C:18]=2[N:17]([CH3:35])[N:16]=1)=[O:14])[CH3:3].CCN(C(C)C)C(C)C.Br[CH2:46][CH2:47][C:48](Cl)=[O:49].